From a dataset of TCR-epitope binding with 47,182 pairs between 192 epitopes and 23,139 TCRs. Binary Classification. Given a T-cell receptor sequence (or CDR3 region) and an epitope sequence, predict whether binding occurs between them. (1) The epitope is TPRVTGGGAM. The TCR CDR3 sequence is CASSDNTGFYGYTF. Result: 1 (the TCR binds to the epitope). (2) The TCR CDR3 sequence is CASSLGTGPSYEQYF. Result: 0 (the TCR does not bind to the epitope). The epitope is RLRAEAQVK. (3) The epitope is LLWNGPMAV. The TCR CDR3 sequence is CASSPYEAFF. Result: 1 (the TCR binds to the epitope). (4) The epitope is ELAGIGILTV. The TCR CDR3 sequence is CSARRDTNEQFF. Result: 1 (the TCR binds to the epitope). (5) The epitope is CINGVCWTV. The TCR CDR3 sequence is CASSASYYEQYF. Result: 0 (the TCR does not bind to the epitope). (6) The epitope is SEVGPEHSLAEY. The TCR CDR3 sequence is CASSVAYPLAGGRLETQYF. Result: 1 (the TCR binds to the epitope). (7) The epitope is FLRGRAYGL. The TCR CDR3 sequence is CASSQDLGNQPQHF. Result: 0 (the TCR does not bind to the epitope). (8) The epitope is KTWGQYWQV. The TCR CDR3 sequence is CASSQENEQFF. Result: 0 (the TCR does not bind to the epitope).